This data is from Peptide-MHC class I binding affinity with 185,985 pairs from IEDB/IMGT. The task is: Regression. Given a peptide amino acid sequence and an MHC pseudo amino acid sequence, predict their binding affinity value. This is MHC class I binding data. (1) The peptide sequence is RFAVNPGLL. The MHC is HLA-A02:03 with pseudo-sequence HLA-A02:03. The binding affinity (normalized) is 0.369. (2) The peptide sequence is TIGEWAFWE. The MHC is HLA-A02:01 with pseudo-sequence HLA-A02:01. The binding affinity (normalized) is 0. (3) The peptide sequence is YGTLIIDEV. The MHC is HLA-A02:01 with pseudo-sequence HLA-A02:01. The binding affinity (normalized) is 0.251. (4) The peptide sequence is IDEEDDDLV. The MHC is Mamu-A11 with pseudo-sequence Mamu-A11. The binding affinity (normalized) is 0.00771. (5) The peptide sequence is FRFGDPMPF. The MHC is HLA-A11:01 with pseudo-sequence HLA-A11:01. The binding affinity (normalized) is 0.0847. (6) The peptide sequence is AEMKTDAA. The MHC is HLA-B57:01 with pseudo-sequence HLA-B57:01. The binding affinity (normalized) is 0. (7) The peptide sequence is ASPQHSGL. The MHC is H-2-Db with pseudo-sequence H-2-Db. The binding affinity (normalized) is 0. (8) The peptide sequence is KSWPLNEGI. The MHC is HLA-B58:01 with pseudo-sequence HLA-B58:01. The binding affinity (normalized) is 0.607. (9) The peptide sequence is KENDSKEGFF. The MHC is HLA-B45:01 with pseudo-sequence HLA-B45:01. The binding affinity (normalized) is 0.705.